From a dataset of Full USPTO retrosynthesis dataset with 1.9M reactions from patents (1976-2016). Predict the reactants needed to synthesize the given product. (1) Given the product [Br:1][C:2]1[CH:3]=[CH:4][C:5]2[C:14]([CH:15]=1)=[CH:13][C:12]1[CH:11]=[C:10]3[C:17]4[C:22]([C:23]([CH3:25])([CH3:24])[C:9]3=[CH:8][C:7]=1[CH:6]=2)=[CH:21][CH:20]=[CH:19][CH:18]=4, predict the reactants needed to synthesize it. The reactants are: [Br:1][C:2]1[CH:3]=[CH:4][C:5]2[C:6](=O)[C:7]3[CH:8]=[C:9]4[C:23]([CH3:25])([CH3:24])[C:22]5[C:17](=[CH:18][CH:19]=[CH:20][CH:21]=5)[C:10]4=[CH:11][C:12]=3[C:13](=O)[C:14]=2[CH:15]=1.I.O.II. (2) The reactants are: Br[C:2]1[N:3]=[C:4]([O:28][CH3:29])[C:5]([N:8](COCC[Si](C)(C)C)[S:9]([C:12]2[CH:17]=[CH:16][CH:15]=[C:14]([Cl:18])[C:13]=2[Cl:19])(=[O:11])=[O:10])=[N:6][CH:7]=1.[CH3:30][O:31][C:32](=[O:35])[CH2:33][SH:34].[C:36](=O)([O-])[O-].[Cs+].[Cs+]. Given the product [C:32]([O:31][CH2:30][CH3:2])(=[O:35])[CH3:33].[CH3:12][CH2:17][CH2:16][CH:15]([CH3:14])[CH3:36].[CH3:30][O:31][C:32](=[O:35])[CH2:33][S:34][C:2]1[CH:7]=[N:6][C:5]([NH:8][S:9]([C:12]2[CH:17]=[CH:16][CH:15]=[C:14]([Cl:18])[C:13]=2[Cl:19])(=[O:10])=[O:11])=[C:4]([O:28][CH3:29])[N:3]=1, predict the reactants needed to synthesize it.